From a dataset of Full USPTO retrosynthesis dataset with 1.9M reactions from patents (1976-2016). Predict the reactants needed to synthesize the given product. (1) Given the product [CH2:1]([O:8][C:9]1[CH:10]=[CH:11][C:12]([CH2:15][CH2:16][NH:37][C:32]2[CH:33]=[CH:34][CH:35]=[CH:36][C:31]=2[CH:26]2[CH2:25][CH2:24][C:23]3[C:28](=[CH:29][CH:30]=[C:21]([O:20][CH3:19])[CH:22]=3)[CH2:27]2)=[CH:13][CH:14]=1)[C:2]1[CH:3]=[CH:4][CH:5]=[CH:6][CH:7]=1, predict the reactants needed to synthesize it. The reactants are: [CH2:1]([O:8][C:9]1[CH:14]=[CH:13][C:12]([CH2:15][C:16](Cl)=O)=[CH:11][CH:10]=1)[C:2]1[CH:7]=[CH:6][CH:5]=[CH:4][CH:3]=1.[CH3:19][O:20][C:21]1[CH:22]=[C:23]2[C:28](=[CH:29][CH:30]=1)[CH2:27][CH:26]([C:31]1[CH:36]=[CH:35][CH:34]=[CH:33][C:32]=1[NH2:37])[CH2:25][CH2:24]2. (2) Given the product [Cl:1][C:2]1[CH:3]=[N:4][CH:5]=[C:6]([Cl:9])[C:7]=1[CH2:8][C:13]1[C:22]2[C:17](=[C:18]([O:25][CH:26]3[CH2:30][CH2:29][O:28][CH2:27]3)[C:19]([O:23][CH3:24])=[CH:20][CH:21]=2)[CH:16]=[N:15][N:14]=1, predict the reactants needed to synthesize it. The reactants are: [Cl:1][C:2]1[CH:3]=[N:4][CH:5]=[C:6]([Cl:9])[C:7]=1[CH3:8].[H-].[Na+].Cl[C:13]1[C:22]2[C:17](=[C:18]([O:25][CH:26]3[CH2:30][CH2:29][O:28][CH2:27]3)[C:19]([O:23][CH3:24])=[CH:20][CH:21]=2)[CH:16]=[N:15][N:14]=1.